This data is from Catalyst prediction with 721,799 reactions and 888 catalyst types from USPTO. The task is: Predict which catalyst facilitates the given reaction. (1) Reactant: [Cl:1][C:2]1[CH:3]=[CH:4][C:5]([NH:20][CH2:21][C:22]2[CH:27]=[CH:26][C:25]([O:28][CH3:29])=[CH:24][C:23]=2[O:30][CH3:31])=[C:6]([CH:8]([C:10]2[C:19]3[O:18][CH2:17][CH2:16][O:15][C:14]=3[CH:13]=[CH:12][CH:11]=2)[OH:9])[CH:7]=1.C(=O)([O-])O.[Na+].Cl/[C:38](=[CH:44]\[C:45]([O-])=[O:46])/[C:39]([O:41][CH2:42][CH3:43])=[O:40]. Product: [Cl:1][C:2]1[CH:3]=[CH:4][C:5]([N:20]([CH2:21][C:22]2[CH:27]=[CH:26][C:25]([O:28][CH3:29])=[CH:24][C:23]=2[O:30][CH3:31])[C:45](=[O:46])/[CH:44]=[CH:38]/[C:39]([O:41][CH2:42][CH3:43])=[O:40])=[C:6]([CH:8]([C:10]2[C:19]3[O:18][CH2:17][CH2:16][O:15][C:14]=3[CH:13]=[CH:12][CH:11]=2)[OH:9])[CH:7]=1. The catalyst class is: 526. (2) Reactant: [CH3:1][P:2](=[O:9])([O:6][CH2:7][CH3:8])[O:3][CH2:4][CH3:5].[C:10]([O:13][C:14]([CH3:19])([CH3:18])[C:15](Cl)=[O:16])(=[O:12])[CH3:11].C(OCC)(=O)C.P([O-])(O)(O)=O.[Na+]. Product: [C:10]([O:13][C:14]([CH3:19])([C:15](=[O:16])[CH2:1][P:2]([O:6][CH2:7][CH3:8])([O:3][CH2:4][CH3:5])=[O:9])[CH3:18])(=[O:12])[CH3:11]. The catalyst class is: 188.